This data is from Catalyst prediction with 721,799 reactions and 888 catalyst types from USPTO. The task is: Predict which catalyst facilitates the given reaction. (1) Reactant: [CH2:1]([N:3]1[C:12]2[C:7](=[CH:8][C:9]([C:13]([O:15]C)=[O:14])=[CH:10][CH:11]=2)[C:6](=[O:17])[N:5]([CH2:18][CH3:19])[C:4]1=[O:20])[CH3:2].[OH-].[Li+].C1COCC1.Cl. Product: [CH2:1]([N:3]1[C:12]2[C:7](=[CH:8][C:9]([C:13]([OH:15])=[O:14])=[CH:10][CH:11]=2)[C:6](=[O:17])[N:5]([CH2:18][CH3:19])[C:4]1=[O:20])[CH3:2]. The catalyst class is: 97. (2) Reactant: [C:1]12([C:11](Cl)=[O:12])[CH2:10][CH:5]3[CH2:6][CH:7]([CH2:9][CH:3]([CH2:4]3)[CH2:2]1)[CH2:8]2.[NH2:14][C:15]1[CH:16]=[C:17]2[C:22](=[CH:23][CH:24]=1)[N:21]=[CH:20][CH:19]=[CH:18]2.N1C=CC=CC=1. Product: [N:21]1[C:22]2[C:17](=[CH:16][C:15]([NH:14][C:11]([C:1]34[CH2:10][CH:5]5[CH2:6][CH:7]([CH2:9][CH:3]([CH2:4]5)[CH2:2]3)[CH2:8]4)=[O:12])=[CH:24][CH:23]=2)[CH:18]=[CH:19][CH:20]=1. The catalyst class is: 6. (3) Reactant: [Si]([O:18][CH2:19][CH2:20]/[CH:21]=[CH:22]/[C@@H:23]([NH:28][C:29](=[O:38])[O:30][CH2:31][C:32]1[CH:37]=[CH:36][CH:35]=[CH:34][CH:33]=1)[CH2:24][CH:25]([CH3:27])[CH3:26])(C(C)(C)C)(C1C=CC=CC=1)C1C=CC=CC=1.CCCC[N+](CCCC)(CCCC)CCCC.[F-]. Product: [OH:18][CH2:19][CH2:20]/[CH:21]=[CH:22]/[C@@H:23]([NH:28][C:29](=[O:38])[O:30][CH2:31][C:32]1[CH:37]=[CH:36][CH:35]=[CH:34][CH:33]=1)[CH2:24][CH:25]([CH3:26])[CH3:27]. The catalyst class is: 1. (4) Reactant: Br[C:2]1[CH:3]=[C:4]([C:7]([OH:9])=[O:8])[S:5][CH:6]=1.C([O-])([O-])=O.[K+].[K+].CC1(C)COB([C:23]2[N:27]([CH3:28])[N:26]=[CH:25][CH:24]=2)OC1. Product: [CH3:28][N:27]1[C:23]([C:2]2[CH:3]=[C:4]([C:7]([OH:9])=[O:8])[S:5][CH:6]=2)=[CH:24][CH:25]=[N:26]1. The catalyst class is: 70. (5) Reactant: C(OC([N:8]1[CH2:12][C@H:11]([S:13][CH2:14][C:15]2[CH:20]=[CH:19][C:18]([O:21][CH3:22])=[CH:17][CH:16]=2)[CH2:10][C@H:9]1[C:23]([NH:25][N:26]([CH3:37])[S:27]([C:30]1[CH:35]=[CH:34][C:33]([CH3:36])=[CH:32][CH:31]=1)(=[O:29])=[O:28])=[O:24])=O)(C)(C)C.[C:38]([OH:44])([C:40]([F:43])([F:42])[F:41])=[O:39]. Product: [CH3:37][N:26]([S:27]([C:30]1[CH:31]=[CH:32][C:33]([CH3:36])=[CH:34][CH:35]=1)(=[O:29])=[O:28])[NH:25][C:23]([C@@H:9]1[CH2:10][C@@H:11]([S:13][CH2:14][C:15]2[CH:16]=[CH:17][C:18]([O:21][CH3:22])=[CH:19][CH:20]=2)[CH2:12][NH:8]1)=[O:24].[C:38]([OH:44])([C:40]([F:43])([F:42])[F:41])=[O:39]. The catalyst class is: 2. (6) Reactant: [Cl:1][C:2]1[N:10]=[C:9]2[C:5]([N:6]=[C:7]([CH:17]=O)[N:8]2[CH:11]2[CH2:16][CH2:15][CH2:14][CH2:13][O:12]2)=[C:4]([N:19]2[CH2:24][CH2:23][O:22][CH2:21][CH2:20]2)[N:3]=1.[N:25]1([C:31]([CH3:36])([CH3:35])[C:32]([NH2:34])=[O:33])[CH2:30][CH2:29][NH:28][CH2:27][CH2:26]1.C(O[BH-](OC(=O)C)OC(=O)C)(=O)C.[Na+]. Product: [Cl:1][C:2]1[N:10]=[C:9]2[C:5]([N:6]=[C:7]([CH2:17][N:28]3[CH2:29][CH2:30][N:25]([C:31]([CH3:36])([CH3:35])[C:32]([NH2:34])=[O:33])[CH2:26][CH2:27]3)[N:8]2[CH:11]2[CH2:16][CH2:15][CH2:14][CH2:13][O:12]2)=[C:4]([N:19]2[CH2:24][CH2:23][O:22][CH2:21][CH2:20]2)[N:3]=1. The catalyst class is: 325. (7) Reactant: [CH3:1][O:2][C:3]1[CH:4]=[C:5]2[C:10](=[CH:11][C:12]=1[O:13][CH3:14])[N:9]=[CH:8][CH:7]=[C:6]2[O:15][C:16]1[CH:17]=[C:18]2[C:23](=[CH:24][CH:25]=1)[CH:22]=[C:21]([NH2:26])[CH:20]=[CH:19]2.C([O-])([O-])=O.[K+].[K+].[CH3:33][O:34][C:35]1[CH:43]=[CH:42][CH:41]=[CH:40][C:36]=1[C:37](Cl)=[O:38]. Product: [CH3:1][O:2][C:3]1[CH:4]=[C:5]2[C:10](=[CH:11][C:12]=1[O:13][CH3:14])[N:9]=[CH:8][CH:7]=[C:6]2[O:15][C:16]1[CH:17]=[C:18]2[C:23](=[CH:24][CH:25]=1)[CH:22]=[C:21]([NH:26][C:37](=[O:38])[C:36]1[CH:40]=[CH:41][CH:42]=[CH:43][C:35]=1[O:34][CH3:33])[CH:20]=[CH:19]2. The catalyst class is: 2.